From a dataset of Catalyst prediction with 721,799 reactions and 888 catalyst types from USPTO. Predict which catalyst facilitates the given reaction. (1) Reactant: [C:1]([NH:4][NH:5][C:6](=O)[CH2:7][CH2:8][N:9]1[C:13]2[CH:14]=[CH:15][CH:16]=[CH:17][C:12]=2[N:11]=[C:10]1[C:18]([N:20]([CH2:42][CH:43]([CH3:45])[CH3:44])[C@H:21]1[CH2:26][C@@H:25]([C:27]([N:29]2[CH2:34][CH2:33][O:32][CH2:31][CH2:30]2)=[O:28])[CH2:24][N:23]([C:35]([O:37][C:38]([CH3:41])([CH3:40])[CH3:39])=[O:36])[CH2:22]1)=[O:19])(=[O:3])[CH3:2].FC(F)(F)S(OS(C(F)(F)F)(=O)=O)(=O)=O. Product: [CH3:2][C:1]1[O:3][C:6]([CH2:7][CH2:8][N:9]2[C:13]3[CH:14]=[CH:15][CH:16]=[CH:17][C:12]=3[N:11]=[C:10]2[C:18]([N:20]([CH2:42][CH:43]([CH3:44])[CH3:45])[C@H:21]2[CH2:26][C@@H:25]([C:27]([N:29]3[CH2:30][CH2:31][O:32][CH2:33][CH2:34]3)=[O:28])[CH2:24][N:23]([C:35]([O:37][C:38]([CH3:40])([CH3:41])[CH3:39])=[O:36])[CH2:22]2)=[O:19])=[N:5][N:4]=1. The catalyst class is: 17. (2) Reactant: [O:1]([CH2:19][C:20]1([CH2:28][N:29]2[CH:33]=[C:32]([CH:34]=[O:35])[N:31]=[C:30]2[N+:36]([O-:38])=[O:37])[CH2:25][O:24][C:23]([CH3:27])([CH3:26])[O:22][CH2:21]1)[Si:2]([C:15]([CH3:18])([CH3:17])[CH3:16])([C:9]1[CH:14]=[CH:13][CH:12]=[CH:11][CH:10]=1)[C:3]1[CH:8]=[CH:7][CH:6]=[CH:5][CH:4]=1.[BH4-].[Na+].CC(C)=O. Product: [O:1]([CH2:19][C:20]1([CH2:28][N:29]2[CH:33]=[C:32]([CH2:34][OH:35])[N:31]=[C:30]2[N+:36]([O-:38])=[O:37])[CH2:25][O:24][C:23]([CH3:26])([CH3:27])[O:22][CH2:21]1)[Si:2]([C:15]([CH3:17])([CH3:16])[CH3:18])([C:3]1[CH:8]=[CH:7][CH:6]=[CH:5][CH:4]=1)[C:9]1[CH:14]=[CH:13][CH:12]=[CH:11][CH:10]=1. The catalyst class is: 8.